This data is from Experimentally validated miRNA-target interactions with 360,000+ pairs, plus equal number of negative samples. The task is: Binary Classification. Given a miRNA mature sequence and a target amino acid sequence, predict their likelihood of interaction. (1) The miRNA is bta-miR-378 with sequence ACUGGACUUGGAGUCAGAAGGC. The protein sequence of the target gene is MLQQPGPRPGRQQPSGDRDACRLHPQGRPPALPTMIPAASSTPPGDALFPSVAPQDFWRSQVTGYSGSVTRHLSHRANNFKRHPKRRKCIRPSPPPPPNTPCPLELVDFGDLHPQRSFRELLFNGCILFGIEFSYAMETAYVTPVLLQMGLPDQLYSLVWFISPILGFLLQPLLGAWSDRCTSRFGRRRPFILVLAIGALLGLSLLLNGRDIGIALADVTGNHKWGLLLTVCGVVLMDFSADSADNPSHAYMMDVCSPADQDRGLNIHALLAGLGGGFGYVVGGIHWDKTGFGRALGGQL.... Result: 0 (no interaction). (2) The miRNA is cel-miR-245-3p with sequence AUUGGUCCCCUCCAAGUAGCUC. The protein sequence of the target gene is MQKSCDENEGTPQNTPKADEGHPSEDPPQQAGETLQASGENVREETEGSHRGEPAEPSPEPKEDTPARHLNPEEVIRGVDELERLREEIRRVRNKFVLMHWKQRHSRSRPYPVCFRP. Result: 0 (no interaction). (3) The miRNA is mmu-miR-431-5p with sequence UGUCUUGCAGGCCGUCAUGCA. The protein sequence of the target gene is MALDGIRMPDGCYADGTWELSVHVTDLNRDVTLRVTGEVHIGGVMLKLVEKLDVKKDWSDHALWWEKKRTWLLKTHWTLDKCGIQADAKLQFTPQHKLLRLQLPNMKYVKVKVNFSDRVFKAVSDICKTFNIRHPEELSLLKKPRDPTKKKKKKLDDQSEDEALELEGPLIMPGSGSIYSSPGLYSKTMTPTYDAHDGSPLSPTSAWFGDSALSEGNPGILAVSQPVTSPEILAKMFKPQALLDKAKTNQGWLDSSRSLMEQDVKENEALLLRFKYYSFFDLNPKYDAIRINQLYEQAKW.... Result: 0 (no interaction). (4) The miRNA is mmu-miR-124-3p with sequence UAAGGCACGCGGUGAAUGCC. The protein sequence of the target gene is MQPPRERLVVTGRAGWMGMGRGAGRSALGLWPTLAFLLCSFPAAISPCKILKCNSEFWSATSSGSHAPASDDVPEFCAALRTYALCTRRTARTCRGDLAYHSAVHGIEDLMSQHNCSKDGPTSQPRVRTLPPAGDSQERSDSPEICHYEKSFHKHSAAPNYTHCGLFGDPHLRTFTDHFQTCKVQGAWPLIDNNYLNVQVTNTPVLPGSAATATSKLTIIFKNFQECVDQKVYQAEMDELPSAFADGSKNGGDKHGANSLKITEKVSGQHVEIQAKYIGTTIVVRQVGRYLTFAVRMPEE.... Result: 1 (interaction).